From a dataset of Forward reaction prediction with 1.9M reactions from USPTO patents (1976-2016). Predict the product of the given reaction. Given the reactants [CH3:1][C:2]1[CH:3]=[C:4]([NH:9][C:10]([N:12]2[CH2:24][C:23]3([CH2:26][CH2:25]3)[C:15]3[C:16]4[C:17](=[N:22][C:14]=3[CH:13]2[C:27]2[CH:32]=[CH:31][CH:30]=[C:29]([F:33])[CH:28]=2)[NH:18][CH:19]=[CH:20][CH:21]=4)=[O:11])[CH:5]=[C:6]([CH3:8])[CH:7]=1.[C:34]1(C)C=CC(S(OC)(=O)=O)=CC=1.C(=O)([O-])[O-].[Na+].[Na+], predict the reaction product. The product is: [CH3:8][C:6]1[CH:5]=[C:4]([NH:9][C:10]([N:12]2[CH2:24][C:23]3([CH2:26][CH2:25]3)[C:15]3[C:16]4[C:17](=[N:22][C:14]=3[CH:13]2[C:27]2[CH:32]=[CH:31][CH:30]=[C:29]([F:33])[CH:28]=2)[N:18]([CH3:34])[CH:19]=[CH:20][CH:21]=4)=[O:11])[CH:3]=[C:2]([CH3:1])[CH:7]=1.